This data is from Full USPTO retrosynthesis dataset with 1.9M reactions from patents (1976-2016). The task is: Predict the reactants needed to synthesize the given product. (1) Given the product [NH2:36][CH2:7][C:6]1[CH:9]=[C:2]([Cl:1])[CH:3]=[CH:4][C:5]=1[O:10][CH2:11][C:12]([N:14]1[CH2:19][C@H:18]([CH3:20])[N:17]([CH2:21][C:22]2[CH:23]=[CH:24][C:25]([F:28])=[CH:26][CH:27]=2)[CH2:16][C@H:15]1[CH3:29])=[O:13], predict the reactants needed to synthesize it. The reactants are: [Cl:1][C:2]1[CH:3]=[CH:4][C:5]([O:10][CH2:11][C:12]([N:14]2[CH2:19][C@H:18]([CH3:20])[N:17]([CH2:21][C:22]3[CH:27]=[CH:26][C:25]([F:28])=[CH:24][CH:23]=3)[CH2:16][C@H:15]2[CH3:29])=[O:13])=[C:6]([CH:9]=1)[CH:7]=O.C([O-])(=O)C.[NH4+].C([BH3-])#[N:36].[Na+]. (2) Given the product [Cl:13][C:14]1[C:19]([Cl:20])=[C:18]([S:29][CH3:28])[C:17]([C:21]2[O:22][C:23]([CH2:26][CH3:27])=[CH:24][N:25]=2)=[CH:16][N:15]=1, predict the reactants needed to synthesize it. The reactants are: C([Li])CCC.C(NC(C)C)(C)C.[Cl:13][C:14]1[C:19]([Cl:20])=[CH:18][C:17]([C:21]2[O:22][C:23]([CH2:26][CH3:27])=[CH:24][N:25]=2)=[CH:16][N:15]=1.[CH3:28][S:29](=O)(SC)=O. (3) Given the product [ClH:38].[ClH:38].[NH2:1][C:2]([NH:6][C@@H:7]1[CH2:12][CH2:11][CH2:10][CH2:9][C@@H:8]1[NH:13][C:14]1[C:23]2[C:18](=[CH:19][CH:20]=[C:21]([CH3:24])[CH:22]=2)[N:17]=[C:16]([C:25]([NH:27][CH2:28][CH2:29][O:30][CH3:31])=[O:26])[N:15]=1)=[N:3][O:4][CH3:5], predict the reactants needed to synthesize it. The reactants are: [NH2:1][C:2]([NH:6][C@@H:7]1[CH2:12][CH2:11][CH2:10][CH2:9][C@@H:8]1[NH:13][C:14]1[C:23]2[C:18](=[CH:19][CH:20]=[C:21]([CH3:24])[CH:22]=2)[N:17]=[C:16]([C:25]([NH:27][CH2:28][CH2:29][O:30][CH3:31])=[O:26])[N:15]=1)=[N:3][O:4][CH3:5].C(OCC)(=O)C.[ClH:38].C(OCC)C.